From a dataset of Forward reaction prediction with 1.9M reactions from USPTO patents (1976-2016). Predict the product of the given reaction. The product is: [CH3:26][C:23]1[CH:22]=[N:21][C:20]([NH:1][CH2:2][CH:3]2[CH2:8][CH2:7][N:6]([C:9]([O:11][CH2:12][C:13]3[CH:14]=[CH:15][CH:16]=[CH:17][CH:18]=3)=[O:10])[CH2:5][CH2:4]2)=[N:25][CH:24]=1. Given the reactants [NH2:1][CH2:2][CH:3]1[CH2:8][CH2:7][N:6]([C:9]([O:11][CH2:12][C:13]2[CH:18]=[CH:17][CH:16]=[CH:15][CH:14]=2)=[O:10])[CH2:5][CH2:4]1.Cl[C:20]1[N:25]=[CH:24][C:23]([CH3:26])=[CH:22][N:21]=1.C(=O)([O-])[O-].[Cs+].[Cs+], predict the reaction product.